From a dataset of Catalyst prediction with 721,799 reactions and 888 catalyst types from USPTO. Predict which catalyst facilitates the given reaction. (1) Reactant: [I:1][C:2]1[CH:10]=[CH:9][C:5]([C:6](O)=[O:7])=[CH:4][C:3]=1[N+:11]([O-:13])=[O:12].O=S(Cl)Cl.[CH3:18][NH2:19]. Product: [CH3:18][NH:19][C:6](=[O:7])[C:5]1[CH:9]=[CH:10][C:2]([I:1])=[C:3]([N+:11]([O-:13])=[O:12])[CH:4]=1. The catalyst class is: 9. (2) Reactant: C(N(CC)CC)C.[C:8]([O:12][C:13]([CH3:16])([CH3:15])[CH3:14])(=[O:11])[CH:9]=[CH2:10].C1(C(C2C=CC=CC=2)CCP)C=CC=CC=1.[Cl:33][C:34]1[CH:60]=[CH:59][C:37]([O:38][C:39]2[C:48]3[C:43](=[CH:44][C:45](OS(C(F)(F)F)(=O)=O)=[C:46]([O:49][CH3:50])[CH:47]=3)[N:42]=[CH:41][N:40]=2)=[C:36]([F:61])[CH:35]=1. Product: [Cl:33][C:34]1[CH:60]=[CH:59][C:37]([O:38][C:39]2[C:48]3[C:43](=[CH:44][C:45]([CH:10]=[CH:9][C:8]([O:12][C:13]([CH3:16])([CH3:15])[CH3:14])=[O:11])=[C:46]([O:49][CH3:50])[CH:47]=3)[N:42]=[CH:41][N:40]=2)=[C:36]([F:61])[CH:35]=1. The catalyst class is: 274. (3) Reactant: [OH:1][C@H:2]([CH2:7][NH:8][C:9]1[CH:10]=[CH:11][C:12]2[N:18]([CH3:19])[C:17](=[O:20])[O:16][CH2:15][CH2:14][C:13]=2[CH:21]=1)[C:3]([O:5][CH3:6])=[O:4].[C:22](N1C=CN=C1)(N1C=CN=C1)=[O:23]. Product: [CH3:19][N:18]1[C:12]2[CH:11]=[CH:10][C:9]([N:8]3[CH2:7][C@H:2]([C:3]([O:5][CH3:6])=[O:4])[O:1][C:22]3=[O:23])=[CH:21][C:13]=2[CH2:14][CH2:15][O:16][C:17]1=[O:20]. The catalyst class is: 23. (4) Reactant: Cl[CH2:2][C:3]([N:5]1[C:13]2[C:8](=[CH:9][CH:10]=[CH:11][CH:12]=2)[C@H:7]([CH3:14])[C@@H:6]1[CH3:15])=[O:4].[Cl:16][C:17]1[CH:22]=[CH:21][C:20]([CH2:23][N:24]2[CH2:29][CH2:28][NH:27][CH2:26][CH2:25]2)=[CH:19][CH:18]=1.C1(N)C(F)=C(F)C(F)=C(N)C=1F.Cl.Cl. Product: [CH3:15][C@H:6]1[C@@H:7]([CH3:14])[C:8]2[C:13](=[CH:12][CH:11]=[CH:10][CH:9]=2)[N:5]1[C:3](=[O:4])[CH2:2][N:27]1[CH2:26][CH2:25][N:24]([CH2:23][C:20]2[CH:21]=[CH:22][C:17]([Cl:16])=[CH:18][CH:19]=2)[CH2:29][CH2:28]1. The catalyst class is: 22. (5) Reactant: C([O:3][C:4](=[O:40])[C@@H:5]([N:33]([CH2:37][CH2:38][CH3:39])[CH2:34][CH2:35][CH3:36])[CH2:6][CH2:7][CH2:8][N:9]([CH2:11][C:12]1[CH:17]=[CH:16][C:15]([CH2:18][N:19]([CH2:27][C:28]2[NH:29][CH:30]=[CH:31][N:32]=2)[CH2:20][C:21]2[N:22]([CH3:26])[CH:23]=[CH:24][N:25]=2)=[CH:14][CH:13]=1)[CH3:10])C. Product: [CH2:34]([N:33]([C@@H:5]([CH2:6][CH2:7][CH2:8][N:9]([CH2:11][C:12]1[CH:13]=[CH:14][C:15]([CH2:18][N:19]([CH2:27][C:28]2[NH:29][CH:30]=[CH:31][N:32]=2)[CH2:20][C:21]2[N:22]([CH3:26])[CH:23]=[CH:24][N:25]=2)=[CH:16][CH:17]=1)[CH3:10])[C:4]([OH:40])=[O:3])[CH2:37][CH2:38][CH3:39])[CH2:35][CH3:36]. The catalyst class is: 33.